This data is from Reaction yield outcomes from USPTO patents with 853,638 reactions. The task is: Predict the reaction yield, written as a fraction of the theoretical maximum amount of product (1.0 means a 100% yield; for example, 0.34 means a 34% yield). (1) The reactants are [CH3:1][N:2]([C@@H:4]1[C:22](=[O:23])[C:21]([C:24]([NH2:26])=[O:25])=[C:20]([OH:27])[C@:19]2([OH:28])[C@H:5]1[CH2:6][C@H:7]1[C:16]([C:17]2=[O:18])=[C:15]([OH:29])[C:14]2[C:9](=[C:10](I)[CH:11]=[CH:12][C:13]=2[OH:30])[CH2:8]1)[CH3:3]. The catalyst is CC([O-])=O.CC([O-])=O.[Pd+2].CO. The product is [CH3:1][N:2]([C@@H:4]1[C:22](=[O:23])[C:21]([C:24]([NH2:26])=[O:25])=[C:20]([OH:27])[C@:19]2([OH:28])[C@H:5]1[CH2:6][C@H:7]1[C:16]([C:17]2=[O:18])=[C:15]([OH:29])[C:14]2[C:9](=[C:10]([C:4]3[CH:22]=[CH:21][CH:20]=[CH:19][CH:5]=3)[CH:11]=[CH:12][C:13]=2[OH:30])[CH2:8]1)[CH3:3]. The yield is 0.420. (2) The reactants are [CH:1]([O:4][C:5](=[O:33])[NH:6][CH2:7][CH2:8][CH2:9][CH2:10][C@H:11]([NH:29][C:30](=[O:32])[CH3:31])[C:12](=[O:28])[NH:13][CH2:14][CH2:15][N:16]([C:18](OCC1C=CC=CC=1)=O)C)([CH3:3])[CH3:2].[CH3:34]O. The catalyst is [Pd]. The product is [C:1]([O:4][C:5](=[O:33])[NH:6][CH2:7][CH2:8][CH2:9][CH2:10][C@H:11]([NH:29][C:30](=[O:32])[CH3:31])[C:12](=[O:28])[NH:13][CH2:14][CH2:15][NH:16][CH3:18])([CH3:2])([CH3:3])[CH3:34]. The yield is 0.980. (3) The reactants are [CH3:1][CH:2]([CH3:6])[CH2:3][CH:4]=O.[NH2:7][CH2:8][C:9]1[CH:10]=[C:11]([C:19]2[C:23]3[CH2:24][N:25]([S:28]([CH3:31])(=[O:30])=[O:29])[CH2:26][CH2:27][C:22]=3[N:21]([CH2:32][CH2:33][CH2:34][N:35]3[CH2:40][CH2:39][CH:38]([N:41]4[CH2:45][CH2:44][CH2:43][C:42]4=[O:46])[CH2:37][CH2:36]3)[N:20]=2)[CH:12]=[CH:13][C:14]=1[C:15]([F:18])([F:17])[F:16].[BH-](OC(C)=O)(OC(C)=O)OC(C)=O.[Na+].[OH-].[Na+]. The catalyst is C(Cl)Cl.CC(O)=O. The product is [CH3:31][S:28]([N:25]1[CH2:26][CH2:27][C:22]2[N:21]([CH2:32][CH2:33][CH2:34][N:35]3[CH2:36][CH2:37][CH:38]([N:41]4[CH2:45][CH2:44][CH2:43][C:42]4=[O:46])[CH2:39][CH2:40]3)[N:20]=[C:19]([C:11]3[CH:12]=[CH:13][C:14]([C:15]([F:18])([F:16])[F:17])=[C:9]([CH2:8][NH:7][CH2:4][CH2:3][CH:2]([CH3:6])[CH3:1])[CH:10]=3)[C:23]=2[CH2:24]1)(=[O:29])=[O:30]. The yield is 0.290. (4) The reactants are O[CH2:2][C:3]1[S:4][CH:5]=[CH:6][C:7]=1[S:8]([N:11]([CH3:26])[C:12]1[CH:13]=[CH:14][CH:15]=[C:16]2[C:20]=1[NH:19][C:18]([C:21]1[S:22][CH:23]=[CH:24][N:25]=1)=[CH:17]2)(=[O:10])=[O:9].C(N(CC)CC)C.CS([Cl:38])(=O)=O.O. The catalyst is O1CCCC1. The product is [Cl:38][CH2:2][C:3]1[S:4][CH:5]=[CH:6][C:7]=1[S:8]([N:11]([CH3:26])[C:12]1[CH:13]=[CH:14][CH:15]=[C:16]2[C:20]=1[NH:19][C:18]([C:21]1[S:22][CH:23]=[CH:24][N:25]=1)=[CH:17]2)(=[O:10])=[O:9]. The yield is 0.850. (5) The reactants are [Cl:1][C:2]1[CH:3]=[C:4]([OH:9])[CH:5]=[CH:6][C:7]=1[Cl:8].F[C:11]1[CH:16]=[CH:15][C:14]([N+:17]([O-:19])=[O:18])=[CH:13][C:12]=1[O:20][CH3:21].C(=O)([O-])[O-].[K+].[K+]. The catalyst is CN(C)C=O.O. The product is [Cl:8][C:7]1[CH:6]=[CH:5][C:4]([O:9][C:11]2[CH:16]=[CH:15][C:14]([N+:17]([O-:19])=[O:18])=[CH:13][C:12]=2[O:20][CH3:21])=[CH:3][C:2]=1[Cl:1]. The yield is 0.820.